From a dataset of Forward reaction prediction with 1.9M reactions from USPTO patents (1976-2016). Predict the product of the given reaction. (1) Given the reactants [Cl:1][C:2]1[CH:7]=[C:6]([N+:8]([O-])=O)[C:5]([CH3:11])=[CH:4][C:3]=1[CH2:12][C:13]([O:15][CH3:16])=[O:14].[BH4-].[Na+], predict the reaction product. The product is: [NH2:8][C:6]1[C:5]([CH3:11])=[CH:4][C:3]([CH2:12][C:13]([O:15][CH3:16])=[O:14])=[C:2]([Cl:1])[CH:7]=1. (2) Given the reactants [F:1][C:2]1[CH:3]=[C:4]([C:12]2[C:13]3[CH2:20][CH2:19][CH:18]([CH2:21][C:22]([NH:24][CH3:25])=[O:23])[C:14]=3[CH:15]=[N:16][CH:17]=2)[CH:5]=[CH:6][C:7]=1[C:8]([F:11])([F:10])[F:9].[CH2:26](N)[CH2:27]C, predict the reaction product. The product is: [F:1][C:2]1[CH:3]=[C:4]([C:12]2[C:13]3[CH2:20][CH2:19][CH:18]([CH2:21][C:22]([NH:24][CH2:25][CH2:26][CH3:27])=[O:23])[C:14]=3[CH:15]=[N:16][CH:17]=2)[CH:5]=[CH:6][C:7]=1[C:8]([F:11])([F:9])[F:10]. (3) Given the reactants [Cl:1][C:2]1[CH:3]=[CH:4][C:5]([I:11])=[C:6]([CH:10]=1)[C:7](Cl)=[O:8].[N:12]1[CH:17]=[CH:16]C=[CH:14][CH:13]=1.O1CCCC1.C(NCC)C, predict the reaction product. The product is: [Cl:1][C:2]1[CH:3]=[CH:4][C:5]([I:11])=[C:6]([CH:10]=1)[C:7]([N:12]([CH2:17][CH3:16])[CH2:13][CH3:14])=[O:8]. (4) Given the reactants [C:1]([O:7][C:8]([CH3:11])([CH3:10])[CH3:9])(=[O:6])[C:2]([O:4]C)=O.[CH2:12]([O:19][CH2:20][C:21]([O:23][CH3:24])=[O:22])[C:13]1[CH:18]=[CH:17][CH:16]=[CH:15][CH:14]=1.[Li+].CC([N-]C(C)C)C.[Li]CCCC.C(NC(C)C)(C)C.Cl, predict the reaction product. The product is: [CH2:12]([O:19]/[C:20](=[C:2](/[OH:4])\[C:1]([O:7][C:8]([CH3:11])([CH3:10])[CH3:9])=[O:6])/[C:21]([O:23][CH3:24])=[O:22])[C:13]1[CH:18]=[CH:17][CH:16]=[CH:15][CH:14]=1. (5) Given the reactants Br[C:2]1[C:3]([CH3:12])=[C:4]([C:7]([O:10][CH3:11])=[CH:8][CH:9]=1)[C:5]#[N:6].C([Sn](CCCC)(CCCC)[C:18]([O:20]CC)=[CH2:19])CCC.O1CCOCC1.C1C(=O)N([Br:44])C(=O)C1, predict the reaction product. The product is: [Br:44][CH2:20][C:18]([C:2]1[C:3]([CH3:12])=[C:4]([C:7]([O:10][CH3:11])=[CH:8][CH:9]=1)[C:5]#[N:6])=[O:19]. (6) Given the reactants C(O[C:4]([C:6]1[CH:11]=[C:10]([C:12]2[CH:13]=[N:14][CH:15]=[C:16]([F:18])[CH:17]=2)[CH:9]=[C:8]([CH3:19])[N:7]=1)=[O:5])C.[NH2:20][C:21]1[CH:22]=[N:23][CH:24]=[CH:25][CH:26]=1, predict the reaction product. The product is: [N:23]1[CH:24]=[CH:25][CH:26]=[C:21]([NH:20][C:4]([C:6]2[CH:11]=[C:10]([C:12]3[CH:13]=[N:14][CH:15]=[C:16]([F:18])[CH:17]=3)[CH:9]=[C:8]([CH3:19])[N:7]=2)=[O:5])[CH:22]=1. (7) Given the reactants CC1C=CC(S(O)(=O)=O)=CC=1.[F:12][C:13]1[CH:18]=[CH:17][C:16]([C:19]2[O:20][C:21]3[CH:31]=[CH:30][C:29]([OH:32])=[C:28]([CH2:33][C:34]([CH3:36])=[CH2:35])[C:22]=3[C:23]=2[C:24]([O:26][CH3:27])=[O:25])=[CH:15][CH:14]=1, predict the reaction product. The product is: [F:12][C:13]1[CH:18]=[CH:17][C:16]([C:19]2[O:20][C:21]3[CH:31]=[CH:30][C:29]4[O:32][C:34]([CH3:36])([CH3:35])[CH2:33][C:28]=4[C:22]=3[C:23]=2[C:24]([O:26][CH3:27])=[O:25])=[CH:15][CH:14]=1.